Dataset: Catalyst prediction with 721,799 reactions and 888 catalyst types from USPTO. Task: Predict which catalyst facilitates the given reaction. Reactant: [O:1]=[C:2]1[NH:7][C:6]2[CH:8]=[C:9]([C:12]#[N:13])[CH:10]=[CH:11][C:5]=2[O:4][CH2:3]1.[H-].[Na+].CS(O[CH2:21][CH2:22][N:23]1[CH2:28][CH:27]2[CH:25]([CH:26]2[NH:29][C:30]([O:32][C:33]([CH3:36])([CH3:35])[CH3:34])=[O:31])[CH2:24]1)(=O)=O.COC1C=C2C(C=CC(=O)N2CCN2CCC(NC(=O)OC(C)(C)C)CC2)=CC=1. Product: [C:12]([C:9]1[CH:10]=[CH:11][C:5]2[O:4][CH2:3][C:2](=[O:1])[N:7]([CH2:21][CH2:22][N:23]3[CH2:24][CH:25]4[CH:27]([CH:26]4[NH:29][C:30](=[O:31])[O:32][C:33]([CH3:36])([CH3:35])[CH3:34])[CH2:28]3)[C:6]=2[CH:8]=1)#[N:13]. The catalyst class is: 98.